Predict the product of the given reaction. From a dataset of Forward reaction prediction with 1.9M reactions from USPTO patents (1976-2016). (1) Given the reactants O[CH2:2][CH2:3][CH2:4][CH2:5][CH2:6][C:7]([O:9][CH2:10][CH3:11])=[O:8].C(N(CC)CC)C.[CH3:19][S:20](Cl)(=[O:22])=[O:21], predict the reaction product. The product is: [CH3:19][S:20]([CH2:2][CH2:3][CH2:4][CH2:5][CH2:6][C:7]([O:9][CH2:10][CH3:11])=[O:8])(=[O:22])=[O:21]. (2) Given the reactants CS(O[CH2:6][C@@H:7]1[CH2:11][C:10]([F:13])([F:12])[CH2:9][N:8]1[C:14]([O:16][C:17]([CH3:20])([CH3:19])[CH3:18])=[O:15])(=O)=O.[C-:21]#[N:22].[Na+], predict the reaction product. The product is: [C:21]([CH2:6][C@@H:7]1[CH2:11][C:10]([F:13])([F:12])[CH2:9][N:8]1[C:14]([O:16][C:17]([CH3:20])([CH3:19])[CH3:18])=[O:15])#[N:22].